From a dataset of Full USPTO retrosynthesis dataset with 1.9M reactions from patents (1976-2016). Predict the reactants needed to synthesize the given product. (1) Given the product [CH3:16][S:15][C:12]1[CH:13]=[CH:14][C:8]2[O:7][C:6]([CH2:4][OH:3])=[CH:10][C:9]=2[CH:11]=1, predict the reactants needed to synthesize it. The reactants are: C([O:3][C:4]([C:6]1[O:7][C:8]2[CH:14]=[CH:13][C:12]([S:15][CH3:16])=[CH:11][C:9]=2[CH:10]=1)=O)C.[BH4-].[Na+]. (2) Given the product [Br:1][C:2]1[C:3]([OH:31])=[C:4]([C:9]([CH2:12][S:13]([C:16]2[CH:21]=[CH:20][C:19]([F:22])=[CH:18][C:17]=2/[CH:23]=[CH:24]\[CH2:25][N:26]([CH2:27][CH3:28])[CH2:29][CH3:30])(=[O:14])=[O:15])=[CH:10][CH:11]=1)[C:5]([O:7][CH3:8])=[O:6], predict the reactants needed to synthesize it. The reactants are: [Br:1][C:2]1[C:3]([O:31]C)=[C:4]([C:9]([CH2:12][S:13]([C:16]2[CH:21]=[CH:20][C:19]([F:22])=[CH:18][C:17]=2/[CH:23]=[CH:24]\[CH2:25][N:26]([CH2:29][CH3:30])[CH2:27][CH3:28])(=[O:15])=[O:14])=[CH:10][CH:11]=1)[C:5]([O:7][CH3:8])=[O:6].CN(C)C1C=CC=CC=1.[Cl-].[Al+3].[Cl-].[Cl-]. (3) Given the product [F:23][C:20]([F:21])([F:22])[C:19]([C:16]1[CH:17]=[CH:18][C:13]([O:12][C:10]2[CH:9]=[CH:8][N:7]=[C:6]([CH2:5][OH:4])[CH:11]=2)=[C:14]([CH2:32][CH2:33][CH3:34])[CH:15]=1)([O:28][CH2:29][O:30][CH3:31])[C:24]([F:27])([F:26])[F:25], predict the reactants needed to synthesize it. The reactants are: C([O:4][CH2:5][C:6]1[CH:11]=[C:10]([O:12][C:13]2[CH:18]=[CH:17][C:16]([C:19]([O:28][CH2:29][O:30][CH3:31])([C:24]([F:27])([F:26])[F:25])[C:20]([F:23])([F:22])[F:21])=[CH:15][C:14]=2[CH2:32][CH2:33][CH3:34])[CH:9]=[CH:8][N:7]=1)(=O)C.C(=O)([O-])[O-].[K+].[K+]. (4) Given the product [NH2:1][C:2]1[CH:6]=[C:5]([Br:7])[S:4][C:3]=1[C:8]([OH:10])=[O:9], predict the reactants needed to synthesize it. The reactants are: [NH2:1][C:2]1[CH:6]=[C:5]([Br:7])[S:4][C:3]=1[C:8]([O:10]C)=[O:9].C[O-].[Na+].CO.Cl.